From a dataset of Peptide-MHC class I binding affinity with 185,985 pairs from IEDB/IMGT. Regression. Given a peptide amino acid sequence and an MHC pseudo amino acid sequence, predict their binding affinity value. This is MHC class I binding data. (1) The peptide sequence is DCKTILKAL. The MHC is HLA-B44:02 with pseudo-sequence HLA-B44:02. The binding affinity (normalized) is 0. (2) The peptide sequence is FHAPPPSVC. The MHC is HLA-A24:03 with pseudo-sequence HLA-A24:03. The binding affinity (normalized) is 0.0847. (3) The peptide sequence is GMLPVCPLI. The MHC is HLA-A31:01 with pseudo-sequence HLA-A31:01. The binding affinity (normalized) is 0.367. (4) The peptide sequence is LPLESCFGV. The binding affinity (normalized) is 0.0847. The MHC is HLA-B27:03 with pseudo-sequence HLA-B27:03. (5) The peptide sequence is WRNATIPL. The MHC is HLA-B27:05 with pseudo-sequence HLA-B27:05. The binding affinity (normalized) is 0.858. (6) The peptide sequence is ALVEICTEM. The MHC is HLA-B45:01 with pseudo-sequence HLA-B45:01. The binding affinity (normalized) is 0.00356. (7) The binding affinity (normalized) is 0.0847. The peptide sequence is SMNYPNSYK. The MHC is HLA-A02:03 with pseudo-sequence HLA-A02:03. (8) The peptide sequence is LQLTAVFAY. The MHC is HLA-B08:01 with pseudo-sequence HLA-B08:01. The binding affinity (normalized) is 0.0847. (9) The peptide sequence is YGIAAHWSY. The MHC is HLA-B15:17 with pseudo-sequence HLA-B15:17. The binding affinity (normalized) is 0.879. (10) The MHC is HLA-B51:01 with pseudo-sequence HLA-B51:01. The peptide sequence is FPTQADAIG. The binding affinity (normalized) is 0.0847.